From a dataset of Full USPTO retrosynthesis dataset with 1.9M reactions from patents (1976-2016). Predict the reactants needed to synthesize the given product. (1) Given the product [N:62]1[C:61]2[NH:65][CH:66]=[CH:67][C:60]=2[C:59]([C:57]2[CH:56]=[N:55][N:54]([CH:51]([CH2:52][CH3:53])[CH2:50][N:44]3[CH2:49][CH2:48][N:47]([C:4]([C:3]4[CH:7]=[CH:8][CH:9]=[CH:10][C:2]=4[OH:1])=[O:6])[CH2:46][CH2:45]3)[CH:58]=2)=[N:64][CH:63]=1, predict the reactants needed to synthesize it. The reactants are: [OH:1][C:2]1[CH:10]=[CH:9][CH:8]=[CH:7][C:3]=1[C:4]([OH:6])=O.F[P-](F)(F)(F)(F)F.C[N+](C)=C(N(C)C)ON1C2N=CC=CC=2N=N1.C(N(CC)C(C)C)(C)C.[N:44]1([CH2:50][CH:51]([N:54]2[CH:58]=[C:57]([C:59]3[C:60]4[CH:67]=[CH:66][N:65](COCC[Si](C)(C)C)[C:61]=4[N:62]=[CH:63][N:64]=3)[CH:56]=[N:55]2)[CH2:52][CH3:53])[CH2:49][CH2:48][NH:47][CH2:46][CH2:45]1. (2) Given the product [Cl:27][C:14]1[CH:15]=[C:16]2[C:11](=[CH:12][CH:13]=1)[N:10]=[C:9]([N:28]([CH2:31][CH3:32])[CH2:29][CH3:30])[C:8]([C:6]([OH:7])=[O:5])=[C:17]2[C:18]1[CH:23]=[CH:22][CH:21]=[C:20]([CH:24]([CH3:26])[CH3:25])[CH:19]=1, predict the reactants needed to synthesize it. The reactants are: C([O:5][C:6]([C:8]1[C:9]([N:28]([CH2:31][CH3:32])[CH2:29][CH3:30])=[N:10][C:11]2[C:16]([C:17]=1[C:18]1[CH:23]=[CH:22][CH:21]=[C:20]([CH:24]([CH3:26])[CH3:25])[CH:19]=1)=[CH:15][C:14]([Cl:27])=[CH:13][CH:12]=2)=[O:7])(C)(C)C.Cl. (3) Given the product [Br:1][C:2]1[CH:3]=[CH:4][C:5]([CH:8]([CH3:16])[C:9]([O:11][CH3:12])=[O:10])=[CH:6][CH:7]=1, predict the reactants needed to synthesize it. The reactants are: [Br:1][C:2]1[CH:7]=[CH:6][C:5]([CH2:8][C:9]([O:11][CH3:12])=[O:10])=[CH:4][CH:3]=1.[H-].[Na+].I[CH3:16].O. (4) Given the product [C:1]([C:9]1[CH:17]=[CH:16][C:15]2[NH:14][C:13](=[O:18])[C:12]3[NH:19][CH:20]=[CH:21][C:22]=3[C:11]=2[CH:10]=1)(=[O:8])[C:2]1[CH:3]=[CH:4][CH:5]=[CH:6][CH:7]=1.[CH2:34]([C:33]([O-:40])=[O:28])[CH3:39], predict the reactants needed to synthesize it. The reactants are: [C:1]([C:9]1[CH:10]=[C:11]2[C:15](=[CH:16][CH:17]=1)[NH:14][C:13](=[O:18])[CH2:12]2)(=[O:8])[C:2]1[CH:7]=[CH:6][CH:5]=[CH:4][CH:3]=1.[NH:19]1C2[C:22](=CC=CC=2)[CH2:21][C:20]1=[O:28].[Cl-].[Cl-].[Cl-].[Al+3].[C:33](Cl)(=[O:40])[C:34]1[CH:39]=CC=CC=1. (5) Given the product [CH3:51][O:52][CH2:53][CH2:54][N:55]1[CH2:59][C@@H:58]([C:60]2[CH:65]=[CH:64][CH:63]=[CH:62][CH:61]=2)[C@H:57]([NH:66][C:26]([NH:12][C:11]2[N:7]([C:4]3[CH:3]=[CH:2][N:1]=[CH:6][CH:5]=3)[N:8]=[C:9]3[CH2:15][CH2:14][CH2:13][C:10]=23)=[O:28])[CH2:56]1, predict the reactants needed to synthesize it. The reactants are: [N:1]1[CH:6]=[CH:5][C:4]([N:7]2[C:11]([NH2:12])=[C:10]3[CH2:13][CH2:14][CH2:15][C:9]3=[N:8]2)=[CH:3][CH:2]=1.CCN(C(C)C)C(C)C.Cl[C:26](Cl)([O:28]C(=O)OC(Cl)(Cl)Cl)Cl.FC(F)(F)C(O)=O.FC(F)(F)C(O)=O.[CH3:51][O:52][CH2:53][CH2:54][N:55]1[CH2:59][C@@H:58]([C:60]2[CH:65]=[CH:64][CH:63]=[CH:62][CH:61]=2)[C@H:57]([NH2:66])[CH2:56]1. (6) Given the product [C:3]([O:7][C:8]([N:10]1[CH2:11][CH2:12][N:13]([C:16]2[CH:24]=[CH:23][C:22]([Br:25])=[C:21]3[C:17]=2[CH:18]=[CH:19][N:20]3[S:33]([C:29]2[CH:30]=[CH:31][CH:32]=[C:27]([Cl:26])[CH:28]=2)(=[O:35])=[O:34])[CH2:14][CH2:15]1)=[O:9])([CH3:6])([CH3:4])[CH3:5], predict the reactants needed to synthesize it. The reactants are: [H-].[Na+].[C:3]([O:7][C:8]([N:10]1[CH2:15][CH2:14][N:13]([C:16]2[CH:24]=[CH:23][C:22]([Br:25])=[C:21]3[C:17]=2[CH:18]=[CH:19][NH:20]3)[CH2:12][CH2:11]1)=[O:9])([CH3:6])([CH3:5])[CH3:4].[Cl:26][C:27]1[CH:28]=[C:29]([S:33](Cl)(=[O:35])=[O:34])[CH:30]=[CH:31][CH:32]=1.CN(C=O)C. (7) Given the product [F:27][C:28]1[CH:33]=[C:32]([F:34])[CH:31]=[CH:30][C:29]=1[C:35]1[N:37]=[C:24]([CH:10]2[CH2:11][CH:12]([C:14]3[CH:15]=[CH:16][C:17]([C:20]([F:22])([F:23])[F:21])=[CH:18][CH:19]=3)[CH2:13][N:8]([C:6]([N:4]3[CH2:5][CH:2]([OH:1])[CH2:3]3)=[O:7])[CH2:9]2)[O:26][N:36]=1, predict the reactants needed to synthesize it. The reactants are: [OH:1][CH:2]1[CH2:5][N:4]([C:6]([N:8]2[CH2:13][CH:12]([C:14]3[CH:19]=[CH:18][C:17]([C:20]([F:23])([F:22])[F:21])=[CH:16][CH:15]=3)[CH2:11][CH:10]([C:24]([OH:26])=O)[CH2:9]2)=[O:7])[CH2:3]1.[F:27][C:28]1[CH:33]=[C:32]([F:34])[CH:31]=[CH:30][C:29]=1[C:35](=[N:37]O)[NH2:36]. (8) Given the product [CH:18]1([NH:21][C:22](=[O:39])[C:23]2[CH:28]=[CH:27][C:26]([CH3:29])=[C:25]([C:2]3[CH:17]=[N:16][C:5]4=[C:6]([N:10]5[CH2:15][CH2:14][O:13][CH2:12][CH2:11]5)[N:7]=[N:8][CH:9]=[C:4]4[CH:3]=3)[CH:24]=2)[CH2:19][CH2:20]1, predict the reactants needed to synthesize it. The reactants are: Br[C:2]1[CH:17]=[N:16][C:5]2=[C:6]([N:10]3[CH2:15][CH2:14][O:13][CH2:12][CH2:11]3)[N:7]=[N:8][CH:9]=[C:4]2[CH:3]=1.[CH:18]1([NH:21][C:22](=[O:39])[C:23]2[CH:28]=[CH:27][C:26]([CH3:29])=[C:25](B3OC(C)(C)C(C)(C)O3)[CH:24]=2)[CH2:20][CH2:19]1.C(=O)([O-])[O-].[Na+].[Na+].O. (9) Given the product [CH:1]1([N:6]2[C:14](=[O:15])[NH:13][C:12]3[C:7]2=[N:8][C:9]([C:21]2[CH:26]=[CH:25][CH:24]=[C:23]([OH:27])[CH:22]=2)=[N:10][C:11]=3[C:16]([NH2:28])=[O:18])[CH2:5][CH2:4][CH2:3][CH2:2]1, predict the reactants needed to synthesize it. The reactants are: [CH:1]1([N:6]2[C:14](=[O:15])[NH:13][C:12]3[C:7]2=[N:8][C:9]([C:21]2[CH:26]=[CH:25][CH:24]=[C:23]([OH:27])[CH:22]=2)=[N:10][C:11]=3[C:16]([O:18]CC)=O)[CH2:5][CH2:4][CH2:3][CH2:2]1.[NH2:28]C1C(C(OCC)=O)=NC(C2C=CC=C(O)C=2)=NC=1NC1CCCC1.C(N1C=CN=C1)(N1C=CN=C1)=O.